From a dataset of Full USPTO retrosynthesis dataset with 1.9M reactions from patents (1976-2016). Predict the reactants needed to synthesize the given product. Given the product [CH2:21]([O:23][C:24](=[O:32])[C:25]1[CH:30]=[CH:29][C:28]([NH:31][C:12](=[O:14])[CH:11]([CH:5]2[CH2:6][CH2:7][CH2:8][CH2:9][CH2:10]2)[C:15]2[CH:20]=[CH:19][CH:18]=[CH:17][CH:16]=2)=[CH:27][CH:26]=1)[CH3:22], predict the reactants needed to synthesize it. The reactants are: S(Cl)(Cl)=O.[CH:5]1([CH:11]([C:15]2[CH:20]=[CH:19][CH:18]=[CH:17][CH:16]=2)[C:12]([OH:14])=O)[CH2:10][CH2:9][CH2:8][CH2:7][CH2:6]1.[CH2:21]([O:23][C:24](=[O:32])[C:25]1[CH:30]=[CH:29][C:28]([NH2:31])=[CH:27][CH:26]=1)[CH3:22].C(N(CC)CC)C.